The task is: Predict the product of the given reaction.. This data is from Forward reaction prediction with 1.9M reactions from USPTO patents (1976-2016). (1) The product is: [CH2:16]([O:23][C:24]1[C:38]([N:39]([C:9]([O:11][C:12]([CH3:13])([CH3:14])[CH3:15])=[O:10])[C:9]([O:11][C:12]([CH3:15])([CH3:14])[CH3:13])=[O:10])=[CH:37][C:36]([O:40][CH3:41])=[C:35]([CH3:42])[C:25]=1[C:26]([O:28][C:29]1[CH:34]=[CH:33][CH:32]=[CH:31][CH:30]=1)=[O:27])[C:17]1[CH:22]=[CH:21][CH:20]=[CH:19][CH:18]=1. Given the reactants [C:9](O[C:9]([O:11][C:12]([CH3:15])([CH3:14])[CH3:13])=[O:10])([O:11][C:12]([CH3:15])([CH3:14])[CH3:13])=[O:10].[CH2:16]([O:23][C:24]1[C:38]([NH2:39])=[CH:37][C:36]([O:40][CH3:41])=[C:35]([CH3:42])[C:25]=1[C:26]([O:28][C:29]1[CH:34]=[CH:33][CH:32]=[CH:31][CH:30]=1)=[O:27])[C:17]1[CH:22]=[CH:21][CH:20]=[CH:19][CH:18]=1, predict the reaction product. (2) Given the reactants [CH2:1]([N:5]([CH2:24][CH:25]([CH3:27])[CH3:26])[C:6]1[CH:11]=[CH:10][C:9]([C:12]2[CH:17]=[CH:16][CH:15]=[CH:14][C:13]=2[C:18]2[NH:22][N:21]=[N:20][N:19]=2)=[CH:8][C:7]=1[NH2:23])[CH:2]([CH3:4])[CH3:3].[CH3:28][C:29]([NH2:36])([CH2:31][C:32]([CH3:35])([CH3:34])[CH3:33])[CH3:30].C1N=CN([C:42](N2C=NC=C2)=[O:43])C=1, predict the reaction product. The product is: [CH2:1]([N:5]([CH2:24][CH:25]([CH3:27])[CH3:26])[C:6]1[CH:11]=[CH:10][C:9]([C:12]2[CH:17]=[CH:16][CH:15]=[CH:14][C:13]=2[C:18]2[NH:22][N:21]=[N:20][N:19]=2)=[CH:8][C:7]=1[NH:23][C:42]([NH:36][C:29]([CH3:30])([CH2:31][C:32]([CH3:35])([CH3:34])[CH3:33])[CH3:28])=[O:43])[CH:2]([CH3:4])[CH3:3].